From a dataset of Reaction yield outcomes from USPTO patents with 853,638 reactions. Predict the reaction yield, written as a fraction of the theoretical maximum amount of product (1.0 means a 100% yield; for example, 0.34 means a 34% yield). (1) The reactants are Cl[C:2]1[CH:7]=[N:6][CH:5]=[CH:4][N:3]=1.C([O-])([O-])=O.[K+].[K+].[I:14][C:15]1[CH:20]=[CH:19][C:18]([OH:21])=[CH:17][CH:16]=1. The catalyst is CN(C=O)C.CCOC(C)=O. The product is [I:14][C:15]1[CH:20]=[CH:19][C:18]([O:21][C:2]2[CH:7]=[N:6][CH:5]=[CH:4][N:3]=2)=[CH:17][CH:16]=1. The yield is 0.150. (2) The catalyst is C1COCC1. The yield is 0.310. The product is [Cl:44][C:42]1[CH:43]=[C:38]2[C:39]([C:34]([NH:33][CH2:31][CH2:22][N:18]([CH3:16])[CH2:19][CH2:20][NH:21][C:8](=[O:10])[CH:7]=[CH:6][C:2]3[N:3]=[CH:4][NH:5][CH:1]=3)=[CH:35][CH:36]=[N:37]2)=[CH:40][CH:41]=1. The reactants are [CH:1]1[N:5]=[CH:4][NH:3][C:2]=1/[CH:6]=[CH:7]/[C:8]([OH:10])=O.C1N=CN([C:16]([N:18]2[CH:22]=[N:21][CH:20]=[CH:19]2)=O)C=1.CCN(CCC[CH:31]([NH:33][C:34]1[CH:35]=[C:36](/C=C/C2C=CC=CC=2Cl)[N:37]=[C:38]2[CH:43]=[C:42]([Cl:44])[CH:41]=[CH:40][C:39]=12)C)CC. (3) The reactants are [C:1]([NH:5][C:6]1[C:15]2[CH:14]=[CH:13][CH:12]=[C:11]([C:16]([NH:18][C:19]3[CH:24]=[C:23]([C:25](=[O:37])[NH:26][C:27]4[CH:32]=[CH:31][CH:30]=[C:29]([C:33]([F:36])([F:35])[F:34])[CH:28]=4)[CH:22]=[CH:21][C:20]=3[CH3:38])=[O:17])[C:10]=2[CH:9]=[CH:8][N:7]=1)([CH3:4])([CH3:3])[CH3:2].[CH2:39]([N:41]1[CH2:46][CH2:45][N:44]([CH2:47]C2C=CC(N)=CC=2C(F)(F)F)[CH2:43][CH2:42]1)[CH3:40].NC1C=CC=CC=1. No catalyst specified. The product is [C:1]([NH:5][C:6]1[C:15]2[CH:14]=[CH:13][CH:12]=[C:11]([C:16]([NH:18][C:19]3[CH:24]=[C:23]([C:25](=[O:37])[NH:26][C:27]4[CH:32]=[CH:31][C:30]([CH2:47][N:44]5[CH2:45][CH2:46][N:41]([CH2:39][CH3:40])[CH2:42][CH2:43]5)=[C:29]([C:33]([F:34])([F:35])[F:36])[CH:28]=4)[CH:22]=[CH:21][C:20]=3[CH3:38])=[O:17])[C:10]=2[CH:9]=[CH:8][N:7]=1)([CH3:4])([CH3:3])[CH3:2]. The yield is 0.120. (4) The reactants are [OH:1][C:2]1[CH:7]=[CH:6][C:5]([C:8](=[O:22])[CH2:9][CH2:10][C:11]2[NH:12][N:13]=[C:14]([C:16]3[CH:21]=[CH:20][N:19]=[CH:18][CH:17]=3)[N:15]=2)=[CH:4][CH:3]=1.CO.[BH4-].[Na+].C([O-])(O)=O.[Na+]. The catalyst is O.C(Cl)Cl.CO. The product is [OH:22][CH:8]([C:5]1[CH:6]=[CH:7][C:2]([OH:1])=[CH:3][CH:4]=1)[CH2:9][CH2:10][C:11]1[NH:12][N:13]=[C:14]([C:16]2[CH:17]=[CH:18][N:19]=[CH:20][CH:21]=2)[N:15]=1. The yield is 0.570.